This data is from Peptide-MHC class I binding affinity with 185,985 pairs from IEDB/IMGT. The task is: Regression. Given a peptide amino acid sequence and an MHC pseudo amino acid sequence, predict their binding affinity value. This is MHC class I binding data. (1) The peptide sequence is CAGGYYDVY. The MHC is HLA-A11:01 with pseudo-sequence HLA-A11:01. The binding affinity (normalized) is 0.245. (2) The peptide sequence is LLSSVDYKNI. The MHC is HLA-A02:01 with pseudo-sequence HLA-A02:01. The binding affinity (normalized) is 0.370. (3) The binding affinity (normalized) is 0.651. The MHC is HLA-B58:01 with pseudo-sequence HLA-B58:01. The peptide sequence is MANICWIYY. (4) The peptide sequence is FLDGVNLVA. The MHC is HLA-A29:02 with pseudo-sequence HLA-A29:02. The binding affinity (normalized) is 0.205. (5) The peptide sequence is VVLASLIYRR. The MHC is HLA-A11:01 with pseudo-sequence HLA-A11:01. The binding affinity (normalized) is 0.594. (6) The peptide sequence is IFRRDQIWF. The MHC is HLA-A02:06 with pseudo-sequence HLA-A02:06. The binding affinity (normalized) is 0.446. (7) The peptide sequence is KQINPPTVY. The MHC is HLA-B15:02 with pseudo-sequence HLA-B15:02. The binding affinity (normalized) is 0.408. (8) The peptide sequence is LRIVIYIVQM. The MHC is Mamu-A07 with pseudo-sequence Mamu-A07. The binding affinity (normalized) is 0.0255. (9) The peptide sequence is ISQFSYKELY. The MHC is HLA-A11:01 with pseudo-sequence HLA-A11:01. The binding affinity (normalized) is 0.341.